From a dataset of Forward reaction prediction with 1.9M reactions from USPTO patents (1976-2016). Predict the product of the given reaction. (1) Given the reactants C(=O)([O-])[O-].[K+].[K+].F[C:8]1[CH:15]=[CH:14][C:11]([CH:12]=[O:13])=[CH:10][CH:9]=1.[F:16][C:17]1[CH:22]=[CH:21][CH:20]=[CH:19][C:18]=1[OH:23], predict the reaction product. The product is: [F:16][C:17]1[CH:22]=[CH:21][CH:20]=[CH:19][C:18]=1[O:23][C:8]1[CH:15]=[CH:14][C:11]([CH:12]=[O:13])=[CH:10][CH:9]=1. (2) Given the reactants [CH2:1]([O:8][N:9]1[C:15](=[O:16])[N:14]2[CH2:17][C@H:10]1[CH2:11][CH2:12][C@H:13]2[C:18]([OH:20])=O)[C:2]1[CH:7]=[CH:6][CH:5]=[CH:4][CH:3]=1.[NH2:21][O:22][C@H:23]1[CH2:27][CH2:26][C@H:25]([CH2:28][NH:29][C:30](=[O:36])[O:31][C:32]([CH3:35])([CH3:34])[CH3:33])[CH2:24]1.ON1C2C=CC=CC=2N=N1.Cl.C(N=C=NCCCN(C)C)C, predict the reaction product. The product is: [CH2:1]([O:8][N:9]1[C:15](=[O:16])[N:14]2[CH2:17][C@H:10]1[CH2:11][CH2:12][C@H:13]2[C:18]([NH:21][O:22][C@H:23]1[CH2:27][CH2:26][C@H:25]([CH2:28][NH:29][C:30](=[O:36])[O:31][C:32]([CH3:34])([CH3:33])[CH3:35])[CH2:24]1)=[O:20])[C:2]1[CH:3]=[CH:4][CH:5]=[CH:6][CH:7]=1. (3) Given the reactants CON(C)[C:4]([C:6]1[N:7]=[CH:8][N:9]([C:11]2[CH:12]=[C:13]([C:17]3[CH:22]=[CH:21][CH:20]=[CH:19][C:18]=3[O:23][CH3:24])[CH:14]=[CH:15][CH:16]=2)[CH:10]=1)=[O:5].Br[C:27]1[N:32]=[CH:31][CH:30]=[CH:29][N:28]=1, predict the reaction product. The product is: [CH3:24][O:23][C:18]1[CH:19]=[CH:20][CH:21]=[CH:22][C:17]=1[C:13]1[CH:14]=[CH:15][CH:16]=[C:11]([N:9]2[CH:10]=[C:6]([C:4]([C:27]3[N:32]=[CH:31][CH:30]=[CH:29][N:28]=3)=[O:5])[N:7]=[CH:8]2)[CH:12]=1. (4) Given the reactants [CH:1]1([N:7]2[CH:11]=[C:10]([CH2:12][O:13][C:14]3[CH:15]=[C:16]4[C:20](=[CH:21][CH:22]=3)[NH:19][CH2:18][CH2:17]4)[C:9]([C:23]([F:26])([F:25])[F:24])=[N:8]2)[CH2:6][CH2:5][CH2:4][CH2:3][CH2:2]1.[C:27]([O:31][C:32](=[O:56])[CH2:33][CH2:34][N:35]([C:49]([O:51][C:52]([CH3:55])([CH3:54])[CH3:53])=[O:50])[CH2:36][C:37](=[O:48])N1C2C(=CC(O)=CC=2)CC1)([CH3:30])([CH3:29])[CH3:28].CCN=C=NCCCN(C)C.Cl.C1C=CC2N(O)N=NC=2C=1.CCN(C(C)C)C(C)C.C(=O)([O-])O.[Na+], predict the reaction product. The product is: [C:27]([O:31][C:32](=[O:56])[CH2:33][CH2:34][N:35]([C:49]([O:51][C:52]([CH3:55])([CH3:54])[CH3:53])=[O:50])[CH2:36][C:37](=[O:48])[N:19]1[C:20]2[C:16](=[CH:15][C:14]([O:13][CH2:12][C:10]3[C:9]([C:23]([F:26])([F:24])[F:25])=[N:8][N:7]([CH:1]4[CH2:6][CH2:5][CH2:4][CH2:3][CH2:2]4)[CH:11]=3)=[CH:22][CH:21]=2)[CH2:17][CH2:18]1)([CH3:29])([CH3:30])[CH3:28]. (5) Given the reactants [CH2:1]([O:8][C:9](=[O:52])[NH:10][CH:11]([CH2:40][C:41]1[CH:46]=[CH:45][C:44]([O:47][C:48]([CH3:51])([CH3:50])[CH3:49])=[CH:43][CH:42]=1)[CH:12]([OH:39])[CH:13]([OH:38])[CH:14]([NH:27][C:28]([O:30][CH2:31][C:32]1[CH:37]=[CH:36][CH:35]=[CH:34][CH:33]=1)=[O:29])[CH2:15][C:16]1[CH:21]=[CH:20][C:19]([O:22][C:23]([CH3:26])([CH3:25])[CH3:24])=[CH:18][CH:17]=1)[C:2]1[CH:7]=[CH:6][CH:5]=[CH:4][CH:3]=1.CO[C:55](OC)([CH3:57])[CH3:56].C1(C)C=CC(S([O-])(=O)=O)=CC=1.[NH+]1C=CC=CC=1, predict the reaction product. The product is: [CH2:1]([O:8][C:9](=[O:52])[NH:10][CH:11]([CH:12]1[CH:13]([CH:14]([NH:27][C:28]([O:30][CH2:31][C:32]2[CH:37]=[CH:36][CH:35]=[CH:34][CH:33]=2)=[O:29])[CH2:15][C:16]2[CH:21]=[CH:20][C:19]([O:22][C:23]([CH3:26])([CH3:25])[CH3:24])=[CH:18][CH:17]=2)[O:38][C:55]([CH3:57])([CH3:56])[O:39]1)[CH2:40][C:41]1[CH:46]=[CH:45][C:44]([O:47][C:48]([CH3:51])([CH3:50])[CH3:49])=[CH:43][CH:42]=1)[C:2]1[CH:7]=[CH:6][CH:5]=[CH:4][CH:3]=1. (6) Given the reactants [N:1]1([C:7]2[CH:14]=[CH:13][C:10]([C:11]#[N:12])=[CH:9][CH:8]=2)[CH2:6][CH2:5][NH:4][CH2:3][CH2:2]1.C(S([O-])(=O)=O)(F)(F)F.C(S([O-])(=O)=O)(F)(F)F.C(S([O-])(=O)=O)(F)(F)F.[Yb+3].[C:40]([O:44][CH2:45][CH3:46])(=[O:43])[CH:41]=[CH2:42], predict the reaction product. The product is: [C:11]([C:10]1[CH:9]=[CH:8][C:7]([N:1]2[CH2:6][CH2:5][N:4]([CH2:42][CH2:41][C:40]([O:44][CH2:45][CH3:46])=[O:43])[CH2:3][CH2:2]2)=[CH:14][CH:13]=1)#[N:12]. (7) Given the reactants Br[C:2]1[CH:3]=[N:4][C:5]([N:10]2[CH2:15][CH2:14][CH:13]([C:16]3[O:17][C:18]([C:21]([F:24])([F:23])[F:22])=[N:19][N:20]=3)[CH2:12][CH2:11]2)=[C:6]([CH:9]=1)[C:7]#[N:8].C([O-])(=O)C.[K+].[B:30]1([B:30]2[O:34][C:33]([CH3:36])([CH3:35])[C:32]([CH3:38])([CH3:37])[O:31]2)[O:34][C:33]([CH3:36])([CH3:35])[C:32]([CH3:38])([CH3:37])[O:31]1, predict the reaction product. The product is: [CH3:37][C:32]1([CH3:38])[C:33]([CH3:36])([CH3:35])[O:34][B:30]([C:2]2[CH:3]=[N:4][C:5]([N:10]3[CH2:15][CH2:14][CH:13]([C:16]4[O:17][C:18]([C:21]([F:24])([F:23])[F:22])=[N:19][N:20]=4)[CH2:12][CH2:11]3)=[C:6]([CH:9]=2)[C:7]#[N:8])[O:31]1.